Dataset: Full USPTO retrosynthesis dataset with 1.9M reactions from patents (1976-2016). Task: Predict the reactants needed to synthesize the given product. (1) Given the product [F:2][C:3]1[C:4]([CH2:25][NH:26][CH3:27])=[CH:5][N:6]([S:15]([C:18]2[CH:23]=[C:22]([CH3:24])[CH:21]=[CH:20][N:19]=2)(=[O:17])=[O:16])[C:7]=1[C:8]1[C:9]([F:14])=[N:10][CH:11]=[CH:12][CH:13]=1, predict the reactants needed to synthesize it. The reactants are: Cl.[F:2][C:3]1[C:4]([CH2:25][NH:26][CH3:27])=[CH:5][N:6]([S:15]([C:18]2[CH:23]=[C:22]([CH3:24])[CH:21]=[CH:20][N:19]=2)(=[O:17])=[O:16])[C:7]=1[C:8]1[C:9]([F:14])=[N:10][CH:11]=[CH:12][CH:13]=1. (2) Given the product [F:45][CH:43]([F:44])[C:33]1[N:32]([C:22]2[N:23]=[C:24]([N:26]3[CH2:31][CH2:30][O:29][CH2:28][CH2:27]3)[N:25]=[C:20]([N:5]([CH2:4][CH2:3][CH2:2][OH:1])[CH:6]3[CH2:11][CH2:10][CH2:9][N:8]([C:12]([O:14][C:15]([CH3:18])([CH3:17])[CH3:16])=[O:13])[CH2:7]3)[N:21]=2)[C:36]2[CH:37]=[CH:38][CH:39]=[C:40]([O:41][CH3:42])[C:35]=2[N:34]=1, predict the reactants needed to synthesize it. The reactants are: [OH:1][CH2:2][CH2:3][CH2:4][NH:5][CH:6]1[CH2:11][CH2:10][CH2:9][N:8]([C:12]([O:14][C:15]([CH3:18])([CH3:17])[CH3:16])=[O:13])[CH2:7]1.Cl[C:20]1[N:25]=[C:24]([N:26]2[CH2:31][CH2:30][O:29][CH2:28][CH2:27]2)[N:23]=[C:22]([N:32]2[C:36]3[CH:37]=[CH:38][CH:39]=[C:40]([O:41][CH3:42])[C:35]=3[N:34]=[C:33]2[CH:43]([F:45])[F:44])[N:21]=1.CCN(C(C)C)C(C)C. (3) The reactants are: Cl.[NH:2]1[CH2:6][CH2:5][C@H:4]([NH:7][C:8]([C:10]2[C:14]3[N:15]=[CH:16][N:17]=[C:18]([C:19]4[C:27]5[O:26][CH2:25][O:24][C:23]=5[CH:22]=[CH:21][C:20]=4[O:28][CH2:29][CH:30]4[CH2:32][CH2:31]4)[C:13]=3[NH:12][CH:11]=2)=[O:9])[CH2:3]1.[CH:33](OC(=O)C)=[O:34]. Given the product [CH:33]([N:2]1[CH2:6][CH2:5][C@H:4]([NH:7][C:8]([C:10]2[C:14]3[N:15]=[CH:16][N:17]=[C:18]([C:19]4[C:27]5[O:26][CH2:25][O:24][C:23]=5[CH:22]=[CH:21][C:20]=4[O:28][CH2:29][CH:30]4[CH2:32][CH2:31]4)[C:13]=3[NH:12][CH:11]=2)=[O:9])[CH2:3]1)=[O:34], predict the reactants needed to synthesize it. (4) The reactants are: [C:1]([C:5]1[CH:10]=[CH:9][C:8]([S:11]([NH:14][C:15]2[CH:20]=[CH:19][C:18]([Cl:21])=[CH:17][C:16]=2[N:22]2[C:30]3C(=NC=[CH:28][CH:29]=3)N=[N:23]2)(=[O:13])=[O:12])=[CH:7][CH:6]=1)([CH3:4])([CH3:3])[CH3:2].[Cl:31]N1C(=O)CCC1=O.C(OOC(=O)C1C=CC=CC=1)(=O)C1C=CC=CC=1. Given the product [C:1]([C:5]1[CH:10]=[CH:9][C:8]([S:11]([NH:14][C:15]2[CH:20]=[CH:19][C:18]([Cl:21])=[C:17]([Cl:31])[C:16]=2[N:22]2[CH:30]=[CH:29][CH:28]=[N:23]2)(=[O:12])=[O:13])=[CH:7][CH:6]=1)([CH3:2])([CH3:3])[CH3:4], predict the reactants needed to synthesize it. (5) Given the product [C:1]([O:5][C:6]([NH:8][C@@H:9]([CH3:25])[C:10]([N:12]1[C@@H:20]2[C@@H:15]([CH2:16][CH2:17][CH2:18][CH2:19]2)[CH2:14][C@H:13]1[C:21]([O:23][CH3:24])=[O:22])=[O:11])=[O:7])([CH3:4])([CH3:3])[CH3:2], predict the reactants needed to synthesize it. The reactants are: [C:1]([O:5][C:6]([NH:8][C@@H:9]([CH3:25])[C:10]([N:12]1[C:20]2[C:15](=[CH:16][CH:17]=[CH:18][CH:19]=2)[CH2:14][C@H:13]1[C:21]([O:23][CH3:24])=[O:22])=[O:11])=[O:7])([CH3:4])([CH3:3])[CH3:2]. (6) Given the product [Cl:75][C:73]1[CH:44]=[CH:45][C:46]([CH2:41][CH:40]([C:52]([N:16]2[CH2:17][CH2:18][N:13]([C:11]3[C:12]4[C@H:4]([CH3:3])[CH2:5][CH2:6][C:7]=4[N:8]=[CH:9][N:10]=3)[C@@H:14]([CH3:19])[CH2:15]2)=[O:56])[CH2:35][NH:34][C:32](=[O:33])[O:31][C:27]([CH3:28])([CH3:29])[CH3:30])=[CH:26][C:25]=1[F:66], predict the reactants needed to synthesize it. The reactants are: Cl.Cl.[CH3:3][C@H:4]1[C:12]2[C:11]([N:13]3[CH2:18][CH2:17][NH:16][CH2:15][C@@H:14]3[CH3:19])=[N:10][CH:9]=[N:8][C:7]=2[CH2:6][CH2:5]1.C(N([CH2:25][CH3:26])CC)C.[C:27]([O:31][C:32]([NH:34][C:35]([CH2:40][C:41]1[CH:46]=[CH:45][C:44](Cl)=C(F)C=1)(C)C(O)=O)=[O:33])([CH3:30])([CH3:29])[CH3:28].CN([C:52]([O:56]N1N=NC2C=CC=CC1=2)=[N+](C)C)C.[F:66][P-](F)(F)(F)(F)F.[CH2:73]([Cl:75])Cl.